Dataset: Forward reaction prediction with 1.9M reactions from USPTO patents (1976-2016). Task: Predict the product of the given reaction. (1) The product is: [CH2:1]([C:8]1[C:20]([C:21]2[CH:26]=[CH:25][CH:24]=[C:23]([O:27][C:33]3[CH:34]=[CH:29][CH:30]=[C:31]([S:35]([CH2:38][CH3:39])(=[O:36])=[O:37])[CH:32]=3)[CH:22]=2)=[C:11]2[N:12]=[CH:13][CH:14]=[C:15]([C:16]([F:19])([F:18])[F:17])[N:10]2[N:9]=1)[C:2]1[CH:7]=[CH:6][CH:5]=[CH:4][CH:3]=1. Given the reactants [CH2:1]([C:8]1[C:20]([C:21]2[CH:22]=[C:23]([OH:27])[CH:24]=[CH:25][CH:26]=2)=[C:11]2[N:12]=[CH:13][CH:14]=[C:15]([C:16]([F:19])([F:18])[F:17])[N:10]2[N:9]=1)[C:2]1[CH:7]=[CH:6][CH:5]=[CH:4][CH:3]=1.Br[C:29]1[CH:34]=[CH:33][CH:32]=[C:31]([S:35]([CH2:38][CH3:39])(=[O:37])=[O:36])[CH:30]=1.Cl.CN(C)CC(O)=O.C(=O)([O-])[O-].[Cs+].[Cs+], predict the reaction product. (2) Given the reactants B([C:4]1[S:8][C:7]([C:9]([OH:11])=[O:10])=[CH:6][CH:5]=1)(O)O.Br[C:13]1[N:17]2[N:18]=[C:19]([NH:22][CH2:23][CH2:24][CH2:25][N:26]3[CH2:30][CH2:29][CH2:28][C:27]3=[O:31])[CH:20]=[CH:21][C:16]2=[N:15][CH:14]=1, predict the reaction product. The product is: [O:31]=[C:27]1[CH2:28][CH2:29][CH2:30][N:26]1[CH2:25][CH2:24][CH2:23][NH:22][C:19]1[CH:20]=[CH:21][C:16]2[N:17]([C:13]([C:4]3[S:8][C:7]([C:9]([OH:11])=[O:10])=[CH:6][CH:5]=3)=[CH:14][N:15]=2)[N:18]=1. (3) Given the reactants [Br:1][C:2]1[CH:3]=[C:4]([NH:10][C:11]2[N:12]=[CH:13][C:14]([N:17]3[CH2:22][CH2:21][N:20](C(OC(C)(C)C)=O)[CH2:19][CH2:18]3)=[N:15][CH:16]=2)[C:5](=[O:9])[N:6]([CH3:8])[CH:7]=1, predict the reaction product. The product is: [Br:1][C:2]1[CH:3]=[C:4]([NH:10][C:11]2[CH:16]=[N:15][C:14]([N:17]3[CH2:18][CH2:19][NH:20][CH2:21][CH2:22]3)=[CH:13][N:12]=2)[C:5](=[O:9])[N:6]([CH3:8])[CH:7]=1. (4) Given the reactants F[C:2]1[CH:7]=[CH:6][C:5]([N+:8]([O-:10])=[O:9])=[CH:4][C:3]=1[C:11]([F:14])([F:13])[F:12].[CH3:15][S:16]([O-:18])=[O:17].[Na+], predict the reaction product. The product is: [CH3:15][S:16]([C:2]1[CH:7]=[CH:6][C:5]([N+:8]([O-:10])=[O:9])=[CH:4][C:3]=1[C:11]([F:14])([F:13])[F:12])(=[O:18])=[O:17].